This data is from Catalyst prediction with 721,799 reactions and 888 catalyst types from USPTO. The task is: Predict which catalyst facilitates the given reaction. Reactant: C(OC([N:8]1[CH2:15][CH:14]2[O:16][CH:10]([CH2:11][N:12]([CH2:17][CH2:18][N:19]([S:21]([C:24]3[CH:29]=[CH:28][C:27]([C:30]#[N:31])=[CH:26][CH:25]=3)(=[O:23])=[O:22])[CH3:20])[CH2:13]2)[CH2:9]1)=O)(C)(C)C.[ClH:32]. Product: [ClH:32].[C:30]([C:27]1[CH:28]=[CH:29][C:24]([S:21]([N:19]([CH3:20])[CH2:18][CH2:17][N:12]2[CH2:13][CH:14]3[O:16][CH:10]([CH2:9][NH:8][CH2:15]3)[CH2:11]2)(=[O:23])=[O:22])=[CH:25][CH:26]=1)#[N:31]. The catalyst class is: 12.